Task: Predict the reactants needed to synthesize the given product.. Dataset: Full USPTO retrosynthesis dataset with 1.9M reactions from patents (1976-2016) Given the product [Cl:30][CH2:26][C:5]1[CH:6]=[CH:7][C:8]([O:9][CH2:10][C:11]2[N:12]=[C:13]([C:17]3[CH:22]=[CH:21][CH:20]=[C:19]([N+:23]([O-:25])=[O:24])[CH:18]=3)[O:14][C:15]=2[CH3:16])=[C:3]([O:2][CH3:1])[CH:4]=1, predict the reactants needed to synthesize it. The reactants are: [CH3:1][O:2][C:3]1[CH:4]=[C:5]([CH2:26]O)[CH:6]=[CH:7][C:8]=1[O:9][CH2:10][C:11]1[N:12]=[C:13]([C:17]2[CH:22]=[CH:21][CH:20]=[C:19]([N+:23]([O-:25])=[O:24])[CH:18]=2)[O:14][C:15]=1[CH3:16].S(Cl)([Cl:30])=O.